This data is from Full USPTO retrosynthesis dataset with 1.9M reactions from patents (1976-2016). The task is: Predict the reactants needed to synthesize the given product. (1) Given the product [O:1]1[CH:5]=[CH:4][CH:3]=[C:2]1[C:6]1[N:18]([CH2:28][C:23]2[CH:24]=[CH:25][CH:26]=[CH:27][N:22]=2)[C:9]2=[N:10][CH:11]=[C:12]([S:14]([CH3:17])(=[O:16])=[O:15])[CH:13]=[C:8]2[CH:7]=1, predict the reactants needed to synthesize it. The reactants are: [O:1]1[CH:5]=[CH:4][CH:3]=[C:2]1[C:6]1[NH:18][C:9]2=[N:10][CH:11]=[C:12]([S:14]([CH3:17])(=[O:16])=[O:15])[CH:13]=[C:8]2[CH:7]=1.[H-].[Na+].Cl.[N:22]1[CH:27]=[CH:26][CH:25]=[CH:24][C:23]=1[CH2:28]Cl.C(=O)([O-])O.[Na+]. (2) Given the product [I:1][C:2]1[CH:10]=[CH:9][CH:8]=[C:7]2[C:3]=1[CH2:4][NH:5][CH2:6]2, predict the reactants needed to synthesize it. The reactants are: [I:1][C:2]1[CH:10]=[CH:9][CH:8]=[C:7]2[C:3]=1[CH2:4][N:5](C(C1C=CC=CC=1)(C1C=CC=CC=1)C1C=CC=CC=1)[CH2:6]2.FC(F)(F)C(O)=O. (3) The reactants are: [Cl:1][C:2]1[C:10]2[CH:9]=[C:8]([O:11][CH2:12][C:13]3[CH:18]=[CH:17][C:16]([O:19][CH:20]([CH3:22])[CH3:21])=[C:15]([C:23]([F:26])([F:25])[F:24])[CH:14]=3)[CH:7]=[CH:6][C:5]=2[N:4]2[CH2:27][CH2:28][C@H:29]([CH2:30][C:31]([OH:33])=[O:32])[C:3]=12.[CH3:34][NH:35][CH2:36][C@@H:37]([C@H:39]([C@@H:41]([C@@H:43]([CH2:45][OH:46])[OH:44])[OH:42])[OH:40])[OH:38]. Given the product [CH3:34][NH:35][CH2:36][C@@H:37]([C@H:39]([C@@H:41]([C@@H:43]([CH2:45][OH:46])[OH:44])[OH:42])[OH:40])[OH:38].[Cl:1][C:2]1[C:10]2[CH:9]=[C:8]([O:11][CH2:12][C:13]3[CH:18]=[CH:17][C:16]([O:19][CH:20]([CH3:22])[CH3:21])=[C:15]([C:23]([F:24])([F:25])[F:26])[CH:14]=3)[CH:7]=[CH:6][C:5]=2[N:4]2[CH2:27][CH2:28][C@H:29]([CH2:30][C:31]([OH:33])=[O:32])[C:3]=12, predict the reactants needed to synthesize it. (4) Given the product [Cl:1][C:2]1[CH:7]=[CH:6][C:5]([C:8]2[CH:9]=[C:10]([NH2:11])[N:14]([CH3:13])[N:15]=2)=[CH:4][CH:3]=1, predict the reactants needed to synthesize it. The reactants are: [Cl:1][C:2]1[CH:7]=[CH:6][C:5]([C:8](=O)[CH2:9][C:10]#[N:11])=[CH:4][CH:3]=1.[CH3:13][NH:14][NH2:15].